Dataset: Catalyst prediction with 721,799 reactions and 888 catalyst types from USPTO. Task: Predict which catalyst facilitates the given reaction. (1) Reactant: [NH2:1][C@H:2]([C:12]1[N:17]=[C:16]([C:18]#[C:19][C:20]2([OH:24])[CH2:23][CH2:22][CH2:21]2)[CH:15]=[CH:14][C:13]=1[Br:25])[CH2:3][C:4]1[CH:9]=[C:8]([F:10])[CH:7]=[C:6]([F:11])[CH:5]=1.[F:26][C:27]1([F:51])[C:31]2[N:32]([CH2:39][C:40](ON3C(=O)CCC3=O)=[O:41])[N:33]=[C:34]([C:35]([F:38])([F:37])[F:36])[C:30]=2[C@H:29]2[CH2:50][C@@H:28]12. Product: [Br:25][C:13]1[C:12]([C@@H:2]([NH:1][C:40](=[O:41])[CH2:39][N:32]2[C:31]3[C:27]([F:26])([F:51])[C@@H:28]4[CH2:50][C@@H:29]4[C:30]=3[C:34]([C:35]([F:37])([F:36])[F:38])=[N:33]2)[CH2:3][C:4]2[CH:9]=[C:8]([F:10])[CH:7]=[C:6]([F:11])[CH:5]=2)=[N:17][C:16]([C:18]#[C:19][C:20]2([OH:24])[CH2:23][CH2:22][CH2:21]2)=[CH:15][CH:14]=1. The catalyst class is: 290. (2) Reactant: C([NH:8][C@@H:9]1[CH2:15][CH2:14][C@@H:13]2[N:16](CC3C=CC=CC=3)[C@@:10]1([C:30]1[CH:35]=[CH:34][CH:33]=[CH:32][CH:31]=1)[CH2:11][C@H:12]2[C:24]1[N:25]=[N:26][N:27]([CH3:29])[N:28]=1)C1C=CC=CC=1.C1CC=CCC=1. Product: [NH2:8][C@@H:9]1[CH2:15][CH2:14][C@@H:13]2[NH:16][C@@:10]1([C:30]1[CH:35]=[CH:34][CH:33]=[CH:32][CH:31]=1)[CH2:11][C@H:12]2[C:24]1[N:25]=[N:26][N:27]([CH3:29])[N:28]=1. The catalyst class is: 29. (3) Reactant: [CH3:1][C:2]1[CH:3]=[CH:4][C:5]2[O:9][C:8](S)=[N:7][C:6]=2[CH:11]=1.[CH3:12][N:13]1[CH2:19][CH2:18][CH2:17][NH:16][CH2:15][CH2:14]1. Product: [CH3:1][C:2]1[CH:3]=[CH:4][C:5]2[O:9][C:8]([N:16]3[CH2:17][CH2:18][CH2:19][N:13]([CH3:12])[CH2:14][CH2:15]3)=[N:7][C:6]=2[CH:11]=1. The catalyst class is: 22. (4) The catalyst class is: 3. Product: [ClH:1].[OH:15][C:7]1[CH:6]=[C:5]([C:3](=[O:4])[CH2:2][N:16]2[CH2:20][CH2:19][CH2:18][CH2:17]2)[CH:10]=[C:9]([N+:11]([O-:13])=[O:12])[C:8]=1[OH:14]. Reactant: [Cl:1][CH2:2][C:3]([C:5]1[CH:10]=[C:9]([N+:11]([O-:13])=[O:12])[C:8]([OH:14])=[C:7]([OH:15])[CH:6]=1)=[O:4].[NH:16]1[CH2:20][CH2:19][CH2:18][CH2:17]1. (5) Reactant: [Cl:1][C:2]1[CH:3]=[C:4]([C:8]2[N:13]=[C:12]3[CH2:14][CH2:15][CH2:16][C:11]3=[C:10]([NH:17][C:18]3[CH:29]=[CH:28][C:21]([O:22][CH2:23][C:24]([O:26]C)=[O:25])=[CH:20][CH:19]=3)[CH:9]=2)[CH:5]=[CH:6][CH:7]=1.[Li+].[OH-].O.C1COCC1.Cl. Product: [Cl:1][C:2]1[CH:3]=[C:4]([C:8]2[N:13]=[C:12]3[CH2:14][CH2:15][CH2:16][C:11]3=[C:10]([NH:17][C:18]3[CH:19]=[CH:20][C:21]([O:22][CH2:23][C:24]([OH:26])=[O:25])=[CH:28][CH:29]=3)[CH:9]=2)[CH:5]=[CH:6][CH:7]=1. The catalyst class is: 6.